Dataset: Reaction yield outcomes from USPTO patents with 853,638 reactions. Task: Predict the reaction yield, written as a fraction of the theoretical maximum amount of product (1.0 means a 100% yield; for example, 0.34 means a 34% yield). The reactants are [NH2:1][CH2:2][C:3]([CH3:16])([O:5][C:6]1[CH:15]=[CH:14][C:9]([C:10]([O:12][CH3:13])=[O:11])=[CH:8][CH:7]=1)[CH3:4].C(N(CC)CC)C.[F:24][C:25]([F:36])([F:35])[C:26](O[C:26](=[O:27])[C:25]([F:36])([F:35])[F:24])=[O:27].O. The catalyst is C(Cl)Cl. The product is [F:24][C:25]([F:36])([F:35])[C:26]([NH:1][CH2:2][C:3]([CH3:16])([O:5][C:6]1[CH:15]=[CH:14][C:9]([C:10]([O:12][CH3:13])=[O:11])=[CH:8][CH:7]=1)[CH3:4])=[O:27]. The yield is 1.00.